The task is: Predict which catalyst facilitates the given reaction.. This data is from Catalyst prediction with 721,799 reactions and 888 catalyst types from USPTO. (1) Reactant: Cl[C:2]1[N:11]=[C:10]([NH:12][CH2:13][CH:14]([C:21]2[CH:26]=[CH:25][CH:24]=[CH:23][CH:22]=2)[C:15]2[CH:20]=[CH:19][CH:18]=[CH:17][CH:16]=2)[C:9]2[C:4](=[CH:5][CH:6]=[CH:7][CH:8]=2)[N:3]=1.CC1(C)C(C)(C)OB([C:35]2[CH:36]=[C:37]3[CH:43]=[CH:42][NH:41][C:38]3=[N:39][CH:40]=2)O1.C(NC1C2C(=CC=CC=2)N=C(C2SC3C=CC=CC=3C=2)N=1)(C1C=CC=CC=1)C1C=CC=CC=1. Product: [C:15]1([CH:14]([C:21]2[CH:26]=[CH:25][CH:24]=[CH:23][CH:22]=2)[CH2:13][NH:12][C:10]2[C:9]3[C:4](=[CH:5][CH:6]=[CH:7][CH:8]=3)[N:3]=[C:2]([C:35]3[CH:36]=[C:37]4[CH:43]=[CH:42][NH:41][C:38]4=[N:39][CH:40]=3)[N:11]=2)[CH:20]=[CH:19][CH:18]=[CH:17][CH:16]=1. The catalyst class is: 147. (2) Product: [Cl:1][C:2]1[CH:7]=[CH:6][C:5]([C:8]2[N:12]([CH2:13][CH2:14][C:15]([F:17])([F:16])[F:18])[C:11](=[O:19])[N:10]([CH2:20][C:21]([OH:23])=[O:22])[N:9]=2)=[CH:4][CH:3]=1. The catalyst class is: 24. Reactant: [Cl:1][C:2]1[CH:7]=[CH:6][C:5]([C:8]2[N:12]([CH2:13][CH2:14][C:15]([F:18])([F:17])[F:16])[C:11](=[O:19])[N:10]([CH2:20][C:21]([O:23]C)=[O:22])[N:9]=2)=[CH:4][CH:3]=1.[OH-].[Li+]. (3) Reactant: [CH2:1]([N:3]([CH2:17][CH:18]1[CH2:22][CH2:21][CH2:20][O:19]1)[C:4]1[N:9]=[C:8]2[N:10]([CH3:14])[N:11]=[C:12]([CH3:13])[C:7]2=[CH:6][C:5]=1[CH:15]=[O:16])[CH3:2].FC(N(C(F)(F)F)CC1C=CC=CC=1)(F)F.C(O)(=O)C.C(O[BH-](OC(=O)C)OC(=O)C)(=O)C.[Na+]. Product: [CH2:1]([N:3]([CH2:17][C@@H:18]1[CH2:22][CH2:21][CH2:20][O:19]1)[C:4]1[N:9]=[C:8]2[N:10]([CH3:14])[N:11]=[C:12]([CH3:13])[C:7]2=[CH:6][C:5]=1[CH:15]=[O:16])[CH3:2]. The catalyst class is: 68. (4) Reactant: [OH:1][C:2]1[C:7](=[O:8])[CH:6]=[CH:5][N:4]([CH3:9])[C:3]=1[CH:10](O)[C:11]([F:14])([F:13])[F:12].Cl.[CH3:17][NH:18][CH3:19].CCN(CC)CC. Product: [CH3:17][N:18]([CH3:19])[CH:10]([C:3]1[N:4]([CH3:9])[CH:5]=[CH:6][C:7](=[O:8])[C:2]=1[OH:1])[C:11]([F:14])([F:13])[F:12]. The catalyst class is: 10. (5) Reactant: [CH2:1]([C:3]1[C:15]([CH2:16][CH2:17][NH2:18])=[C:6]2[C:7]3[CH:13]=[C:12]([CH3:14])[O:11][C:8]=3[CH:9]=[CH:10][N:5]2[N:4]=1)[CH3:2].C(N(CC)CC)C.[C:26](Cl)(=[O:28])[CH3:27].C(=O)([O-])O.[Na+]. Product: [CH2:1]([C:3]1[C:15]([CH2:16][CH2:17][NH:18][C:26](=[O:28])[CH3:27])=[C:6]2[C:7]3[CH:13]=[C:12]([CH3:14])[O:11][C:8]=3[CH:9]=[CH:10][N:5]2[N:4]=1)[CH3:2]. The catalyst class is: 7. (6) Reactant: [Cl:1][C:2]1[N:10]=[C:9]2[C:5]([N:6]([CH2:11][C@H:12]3[CH2:17][CH2:16][C@H:15]([CH2:18][OH:19])[CH2:14][CH2:13]3)[CH:7]=[N:8]2)=[C:4]([NH:20][C@@H:21]([CH:23]2[CH2:26][CH2:25][CH2:24]2)[CH3:22])[N:3]=1.N1C=CC=CC=1.[C:33]1([CH3:43])[CH:38]=[CH:37][C:36]([S:39](Cl)(=[O:41])=[O:40])=[CH:35][CH:34]=1. Product: [CH3:43][C:33]1[CH:38]=[CH:37][C:36]([S:39]([O:19][CH2:18][C@H:15]2[CH2:14][CH2:13][C@H:12]([CH2:11][N:6]3[C:5]4[C:9](=[N:10][C:2]([Cl:1])=[N:3][C:4]=4[NH:20][C@@H:21]([CH:23]4[CH2:24][CH2:25][CH2:26]4)[CH3:22])[N:8]=[CH:7]3)[CH2:17][CH2:16]2)(=[O:41])=[O:40])=[CH:35][CH:34]=1. The catalyst class is: 4. (7) Reactant: [CH2:1]([CH:8]1[C:13]2([C:18]3[NH:19][C:20]4[C:25]([C:17]=3[CH2:16][CH2:15][NH:14]2)=[CH:24][CH:23]=[CH:22][CH:21]=4)[CH2:12][CH2:11][C:10]([C:29]2[CH:34]=[CH:33][CH:32]=[CH:31][CH:30]=2)([N:26]([CH3:28])[CH3:27])[CH2:9]1)[C:2]1[CH:7]=[CH:6][CH:5]=[CH:4][CH:3]=1.[C:35]([OH:47])(=[O:46])[CH2:36][C:37]([CH2:42][C:43]([OH:45])=[O:44])([C:39]([OH:41])=[O:40])[OH:38]. Product: [OH:38][C:37]([C:39]([OH:41])=[O:40])([CH2:42][C:43]([OH:45])=[O:44])[CH2:36][C:35]([OH:47])=[O:46].[CH2:1]([CH:8]1[C:13]2([C:18]3[NH:19][C:20]4[C:25]([C:17]=3[CH2:16][CH2:15][NH:14]2)=[CH:24][CH:23]=[CH:22][CH:21]=4)[CH2:12][CH2:11][C:10]([C:29]2[CH:30]=[CH:31][CH:32]=[CH:33][CH:34]=2)([N:26]([CH3:28])[CH3:27])[CH2:9]1)[C:2]1[CH:7]=[CH:6][CH:5]=[CH:4][CH:3]=1. The catalyst class is: 41. (8) Reactant: [Cl:1][C:2]1[CH:11]=[C:10]2[C:5]([NH:6][C:7](=[O:19])[C:8]3[N:9]2[CH:12]=[N:13][C:14]=3[C:15]([O:17]C)=[O:16])=[CH:4][CH:3]=1.[Li+].[OH-].C1COCC1. Product: [Cl:1][C:2]1[CH:11]=[C:10]2[C:5]([NH:6][C:7](=[O:19])[C:8]3[N:9]2[CH:12]=[N:13][C:14]=3[C:15]([OH:17])=[O:16])=[CH:4][CH:3]=1. The catalyst class is: 6. (9) Reactant: IC.[Br:3][C:4]1[C:5]([Cl:23])=[C:6]([N:10]2[C:19](=[O:20])[C:18]3[C:13](=[C:14]([F:21])[CH:15]=[CH:16][CH:17]=3)[NH:12][C:11]2=[O:22])[CH:7]=[CH:8][CH:9]=1.[CH3:24]N(C=O)C.C([O-])([O-])=O.[Cs+].[Cs+]. Product: [Br:3][C:4]1[C:5]([Cl:23])=[C:6]([N:10]2[C:19](=[O:20])[C:18]3[C:13](=[C:14]([F:21])[CH:15]=[CH:16][CH:17]=3)[N:12]([CH3:24])[C:11]2=[O:22])[CH:7]=[CH:8][CH:9]=1. The catalyst class is: 25.